Predict which catalyst facilitates the given reaction. From a dataset of Catalyst prediction with 721,799 reactions and 888 catalyst types from USPTO. (1) Reactant: [NH2:1][CH2:2][CH2:3][C:4]([N:6]1[CH2:11][CH2:10][O:9][CH2:8][CH2:7]1)=[O:5].Cl.C[O-].[Na+].[C:16]1([CH2:22][C:23]([OH:25])=[O:24])[CH:21]=[CH:20][CH:19]=[CH:18][CH:17]=1. Product: [C:16]1([CH2:22][C:23]([OH:25])=[O:24])[CH:21]=[CH:20][CH:19]=[CH:18][CH:17]=1.[NH2:1][CH2:2][CH2:3][C:4]([N:6]1[CH2:11][CH2:10][O:9][CH2:8][CH2:7]1)=[O:5]. The catalyst class is: 5. (2) Reactant: [N:1]1[C:6]([NH2:7])=[CH:5][C:4]([NH2:8])=[N:3][CH:2]=1.[C:9](OC(=O)C)(=[O:11])[CH3:10]. Product: [NH2:8][C:4]1[N:3]=[CH:2][N:1]=[C:6]([NH:7][C:9](=[O:11])[CH3:10])[CH:5]=1. The catalyst class is: 12. (3) Reactant: [Br:1][C:2]1[C:8]([Br:9])=[CH:7][CH:6]=[CH:5][C:3]=1[NH2:4].[C:10]([C:14]1[CH:22]=[CH:21][C:17]([C:18](Cl)=[O:19])=[CH:16][CH:15]=1)([CH3:13])([CH3:12])[CH3:11].C(N(C(C)C)CC)(C)C. Product: [C:10]([C:14]1[CH:15]=[CH:16][C:17]([C:18]([NH:4][C:3]2[CH:5]=[CH:6][CH:7]=[C:8]([Br:9])[C:2]=2[Br:1])=[O:19])=[CH:21][CH:22]=1)([CH3:13])([CH3:11])[CH3:12]. The catalyst class is: 12. (4) Reactant: [CH2:1]([C@@:4]12[CH2:12][CH2:11][CH2:10][C@@H:9]([C@@H:13]([OH:18])[CH2:14][C:15]([CH3:17])=[CH2:16])[C@@H:8]1[C:7]1([O:22][CH2:21][CH2:20][O:19]1)[CH2:6][CH2:5]2)[CH:2]=[CH2:3].[CH:32]1(N=C=N[CH:32]2[CH2:37][CH2:36][CH2:35][CH2:34][CH2:33]2)[CH2:37][CH2:36][CH2:35][CH2:34][CH2:33]1. Product: [C:7]([O:19][CH2:20][C:21]([O:18][C@H:13]([C@H:9]1[C@H:8]2[C@:4]([CH2:1][CH:2]=[CH2:3])([CH2:5][CH2:6][C:7]32[O:19][CH2:20][CH2:21][O:22]3)[CH2:12][CH2:11][CH2:10]1)[CH2:14][C:15]([CH3:17])=[CH2:16])=[O:22])([C:32]1[CH:33]=[CH:34][CH:35]=[CH:36][CH:37]=1)([C:32]1[CH:37]=[CH:36][CH:35]=[CH:34][CH:33]=1)[C:32]1[CH:37]=[CH:36][CH:35]=[CH:34][CH:33]=1. The catalyst class is: 112. (5) Reactant: C[O:2][C:3]1[CH:12]=[C:11]2[C:6]([CH2:7][CH2:8][C@H:9]([C:13]([OH:15])=[O:14])[CH2:10]2)=[CH:5][CH:4]=1.B(Br)(Br)Br.C(=O)(O)[O-].[Na+]. Product: [OH:2][C:3]1[CH:12]=[C:11]2[C:6]([CH2:7][CH2:8][C@H:9]([C:13]([OH:15])=[O:14])[CH2:10]2)=[CH:5][CH:4]=1. The catalyst class is: 2. (6) Reactant: C(=O)([O-])[O-].[K+].[K+].O1CCCC1.[CH3:12][N:13]1[C:17]([C:18]2[CH:23]=[CH:22][C:21]([C:24]([F:27])([F:26])[F:25])=[CH:20][CH:19]=2)=[C:16]([C:28]#[C:29][Si](C)(C)C)[CH:15]=[N:14]1. Product: [C:28]([C:16]1[CH:15]=[N:14][N:13]([CH3:12])[C:17]=1[C:18]1[CH:19]=[CH:20][C:21]([C:24]([F:27])([F:26])[F:25])=[CH:22][CH:23]=1)#[CH:29]. The catalyst class is: 5. (7) Reactant: O.NN.[Br:4][C:5]1[C:6]([CH3:29])=[C:7]([CH3:28])[C:8]2[O:12][C:11]([CH2:14][N:15]3C(=O)C4C(=CC=CC=4)C3=O)([CH3:13])[CH2:10][C:9]=2[C:26]=1[CH3:27].Cl.[OH-].[Na+]. Product: [Br:4][C:5]1[C:6]([CH3:29])=[C:7]([CH3:28])[C:8]2[O:12][C:11]([CH2:14][NH2:15])([CH3:13])[CH2:10][C:9]=2[C:26]=1[CH3:27]. The catalyst class is: 8. (8) Reactant: [CH3:1][C:2]1[CH:7]=[CH:6][C:5]([S:8](Cl)(=[O:10])=[O:9])=[CH:4][CH:3]=1.[O:12]1[C:16]2([CH2:21][CH2:20][CH:19]([OH:22])[CH2:18][CH2:17]2)[O:15][CH2:14][CH2:13]1. Product: [O:12]1[C:16]2([CH2:21][CH2:20][CH:19]([O:22][S:8]([C:5]3[CH:6]=[CH:7][C:2]([CH3:1])=[CH:3][CH:4]=3)(=[O:10])=[O:9])[CH2:18][CH2:17]2)[O:15][CH2:14][CH2:13]1. The catalyst class is: 17. (9) Reactant: [C:1]1([C:6]2[CH:11]=[CH:10][C:9]([N+:12]([O-])=O)=[CH:8][CH:7]=2)[CH2:5][CH2:4][CH2:3][CH:2]=1. Product: [CH:1]1([C:6]2[CH:7]=[CH:8][C:9]([NH2:12])=[CH:10][CH:11]=2)[CH2:2][CH2:3][CH2:4][CH2:5]1. The catalyst class is: 886. (10) Reactant: [CH:1]#[C:2][CH2:3][NH:4][C@H:5]1[C:9]2[CH:10]=[CH:11][CH:12]=[CH:13][C:8]=2[CH2:7][CH2:6]1.[C:14]([OH:21])(=[O:20])[CH2:15][CH2:16][C:17]([OH:19])=[O:18]. Product: [CH:1]#[C:2][CH2:3][NH:4][C@H:5]1[C:9]2[CH:10]=[CH:11][CH:12]=[CH:13][C:8]=2[CH2:7][CH2:6]1.[C:14]([O-:21])(=[O:20])[CH2:15][CH2:16][C:17]([O-:19])=[O:18]. The catalyst class is: 41.